From a dataset of Full USPTO retrosynthesis dataset with 1.9M reactions from patents (1976-2016). Predict the reactants needed to synthesize the given product. (1) The reactants are: [N:1]1([C:7]2[N:8]=[C:9]([CH2:14][C:15]([O-:17])=O)[NH:10][C:11](=[O:13])[CH:12]=2)[CH2:6][CH2:5][O:4][CH2:3][CH2:2]1.[Na+].[NH2:19][C:20]1[CH:21]=[C:22]([CH:27]=[CH:28][CH:29]=1)[O:23][CH2:24][CH2:25][OH:26]. Given the product [OH:26][CH2:25][CH2:24][O:23][C:22]1[CH:21]=[C:20]([NH:19][C:15](=[O:17])[CH2:14][C:9]2[NH:10][C:11](=[O:13])[CH:12]=[C:7]([N:1]3[CH2:2][CH2:3][O:4][CH2:5][CH2:6]3)[N:8]=2)[CH:29]=[CH:28][CH:27]=1, predict the reactants needed to synthesize it. (2) Given the product [CH2:18]([C:14]1[CH:13]=[C:12]([C:8]2[S:9][C:10]([CH3:11])=[C:6]([CH2:5][CH2:4][NH2:1])[N:7]=2)[CH:17]=[CH:16][N:15]=1)[CH3:19], predict the reactants needed to synthesize it. The reactants are: [N:1]([CH2:4][CH2:5][C:6]1[N:7]=[C:8]([C:12]2[CH:17]=[CH:16][N:15]=[C:14]([CH2:18][CH3:19])[CH:13]=2)[S:9][C:10]=1[CH3:11])=[N+]=[N-].C1(P(C2C=CC=CC=2)C2C=CC=CC=2)C=CC=CC=1. (3) Given the product [F:22][C:23]1[C:40]([F:41])=[CH:39][C:26]2[N:27]=[C:28]([S:30][CH2:31][CH2:32][N:33]3[CH2:38][CH2:37][N:36]([CH2:49][C:50]([NH:52][C:53]4[C:54]([O:66][CH2:67][C:68]([F:71])([F:69])[F:70])=[N:55][C:56]([CH3:65])=[CH:57][C:58]=4[O:59][CH2:60][C:61]([F:63])([F:64])[F:62])=[O:51])[CH2:35][CH2:34]3)[NH:29][C:25]=2[CH:24]=1, predict the reactants needed to synthesize it. The reactants are: FC(F)(F)C(O)=O.FC(F)(F)C(O)=O.FC(F)(F)C(O)=O.[F:22][C:23]1[C:40]([F:41])=[CH:39][C:26]2[N:27]=[C:28]([S:30][CH2:31][CH2:32][N:33]3[CH2:38][CH2:37][NH:36][CH2:35][CH2:34]3)[NH:29][C:25]=2[CH:24]=1.C(=O)([O-])[O-].[K+].[K+].Br[CH2:49][C:50]([NH:52][C:53]1[C:54]([O:66][CH2:67][C:68]([F:71])([F:70])[F:69])=[N:55][C:56]([CH3:65])=[CH:57][C:58]=1[O:59][CH2:60][C:61]([F:64])([F:63])[F:62])=[O:51]. (4) Given the product [CH3:9][O:8][C:5]1[CH:6]=[CH:7][C:2]([NH:1][C:13]2[C:14]3[C:15](=[CH:4][CH:5]=[CH:6][CH:7]=3)[N:10]=[C:11]([CH3:16])[N:12]=2)=[N:3][CH:4]=1, predict the reactants needed to synthesize it. The reactants are: [NH2:1][C:2]1[CH:7]=[CH:6][C:5]([O:8][CH3:9])=[CH:4][N:3]=1.[NH2:10][C:11]1[CH:16]=[CH:15][C:14](I)=[CH:13][N:12]=1.C[O-].[Na+].